Dataset: Catalyst prediction with 721,799 reactions and 888 catalyst types from USPTO. Task: Predict which catalyst facilitates the given reaction. (1) Reactant: [O:1]=[C:2]1[NH:7][C:6]([CH2:8][O:9][C:10]2[CH:11]=[C:12]([CH:16]=[CH:17][CH:18]=2)[C:13]([O-:15])=[O:14])=[N:5][C:4]2[CH:19]=[N:20][CH:21]=[CH:22][C:3]1=2.[OH-].[Na+].Cl. Product: [O:1]=[C:2]1[NH:7][C:6]([CH2:8][O:9][C:10]2[CH:11]=[C:12]([CH:16]=[CH:17][CH:18]=2)[C:13]([OH:15])=[O:14])=[N:5][C:4]2[CH:19]=[N:20][CH:21]=[CH:22][C:3]1=2. The catalyst class is: 5. (2) Reactant: [C:1]([C:4]1[NH:8][C:7]2[C:9]([Cl:13])=[C:10]([Cl:12])[S:11][C:6]=2[CH:5]=1)([OH:3])=O.[NH2:14][C@H:15]1[CH2:23][C:22]2[C:17](=[CH:18][CH:19]=[CH:20][CH:21]=2)[C@H:16]1[N:24]([C:26]([O:28][C:29]([CH3:32])([CH3:31])[CH3:30])=[O:27])[CH3:25].CCN(C(C)C)C(C)C.C1C=CC2N(O)N=NC=2C=1.CCN=C=NCCCN(C)C. Product: [Cl:12][C:10]1[S:11][C:6]2[CH:5]=[C:4]([C:1](=[O:3])[NH:14][CH:15]3[CH2:23][C:22]4[C:17](=[CH:18][CH:19]=[CH:20][CH:21]=4)[CH:16]3[N:24]([C:26]([O:28][C:29]([CH3:32])([CH3:31])[CH3:30])=[O:27])[CH3:25])[NH:8][C:7]=2[C:9]=1[Cl:13]. The catalyst class is: 4. (3) Reactant: [Cl:1][C:2]1[C:3]([C:24]([NH:26][CH2:27][CH2:28][C:29]23[CH2:38][CH:33]4[CH2:34][CH:35]([CH2:37][CH:31]([CH2:32]4)[CH2:30]2)[CH2:36]3)=[O:25])=[C:4]2[C:9](=[CH:10][CH:11]=1)[N:8]=[C:7]([N:12]1[CH2:17][CH2:16][N:15]([CH2:18][CH2:19][C:20]([O:22]C)=[O:21])[CH2:14][CH2:13]1)[CH:6]=[CH:5]2.[OH-].[Na+].Cl. Product: [Cl:1][C:2]1[C:3]([C:24]([NH:26][CH2:27][CH2:28][C:29]23[CH2:36][CH:35]4[CH2:37][CH:31]([CH2:32][CH:33]([CH2:34]4)[CH2:38]2)[CH2:30]3)=[O:25])=[C:4]2[C:9](=[CH:10][CH:11]=1)[N:8]=[C:7]([N:12]1[CH2:13][CH2:14][N:15]([CH2:18][CH2:19][C:20]([OH:22])=[O:21])[CH2:16][CH2:17]1)[CH:6]=[CH:5]2. The catalyst class is: 24. (4) Reactant: Cl[C:2]1[CH:7]=[CH:6][N:5]=[C:4]2[N:8]=[CH:9][NH:10][C:3]=12.ClC1N=C2N=CNC2=CC=1.[CH3:21][NH:22][CH:23]1[CH2:28][CH2:27][CH2:26][CH2:25][CH2:24]1. Product: [CH:23]1([N:22]([CH3:21])[C:2]2[CH:7]=[CH:6][N:5]=[C:4]3[N:8]=[CH:9][NH:10][C:3]=23)[CH2:28][CH2:27][CH2:26][CH2:25][CH2:24]1. The catalyst class is: 22. (5) Reactant: Cl[C:2]1[C:3]2[CH2:11][CH2:10][N:9]([C:12]3[C:17]([Cl:18])=[CH:16][CH:15]=[CH:14][N:13]=3)[CH2:8][C:4]=2[N:5]=[CH:6][N:7]=1.[O:19]1[CH2:24][CH2:23][O:22][C:21]2[CH:25]=[C:26]([NH2:29])[CH:27]=[CH:28][C:20]1=2.[I-].[Na+].C(=O)(O)[O-].[Na+]. Product: [Cl:18][C:17]1[C:12]([N:9]2[CH2:10][CH2:11][C:3]3[C:2]([NH:29][C:26]4[CH:27]=[CH:28][C:20]5[O:19][CH2:24][CH2:23][O:22][C:21]=5[CH:25]=4)=[N:7][CH:6]=[N:5][C:4]=3[CH2:8]2)=[N:13][CH:14]=[CH:15][CH:16]=1. The catalyst class is: 10. (6) Reactant: [F:1][C:2]1[CH:20]=[CH:19][C:5]([CH2:6][NH:7][C@H:8]2[C@H:13]3[CH2:14][C@H:10]([CH2:11][CH2:12]3)[C@H:9]2[C:15](OC)=[O:16])=[CH:4][C:3]=1[CH3:21].[CH3:22][S:23]([NH:26][C:27]1[CH:42]=[CH:41][C:30]2[NH:31][C:32]([CH2:37][C:38](O)=[O:39])=[N:33][S:34](=[O:36])(=[O:35])[C:29]=2[CH:28]=1)(=[O:25])=[O:24].CN1CCOCC1.Cl.CN(C)CCCN=C=NCC.C(N(CC)CC)C. Product: [F:1][C:2]1[CH:20]=[CH:19][C:5]([CH2:6][N:7]2[C:38](=[O:39])[C:37]([C:32]3[NH:31][C:30]4[CH:41]=[CH:42][C:27]([NH:26][S:23]([CH3:22])(=[O:25])=[O:24])=[CH:28][C:29]=4[S:34](=[O:36])(=[O:35])[N:33]=3)=[C:15]([OH:16])[C@H:9]3[C@@H:8]2[C@H:13]2[CH2:14][C@@H:10]3[CH2:11][CH2:12]2)=[CH:4][C:3]=1[CH3:21]. The catalyst class is: 42. (7) Reactant: [NH2:1][C:2]1[CH:7]=[CH:6][C:5]([O:8][CH3:9])=[CH:4][C:3]=1[NH:10][C:11]1[C:12]([CH3:21])=[C:13]([CH:18]=[CH:19][CH:20]=1)[C:14]([O:16][CH3:17])=[O:15].[C:22](OC(=O)C)(=O)[CH3:23]. Product: [CH3:9][O:8][C:5]1[CH:6]=[CH:7][C:2]2[N:1]=[C:22]([CH3:23])[N:10]([C:11]3[C:12]([CH3:21])=[C:13]([CH:18]=[CH:19][CH:20]=3)[C:14]([O:16][CH3:17])=[O:15])[C:3]=2[CH:4]=1. The catalyst class is: 15. (8) Reactant: [NH2:1][C:2]1[N:7]=[C:6](Cl)[C:5]([C:9]#[N:10])=[C:4]([O:11][CH2:12][C:13]2[CH:18]=[CH:17][CH:16]=[CH:15][N:14]=2)[N:3]=1.[OH:19][CH2:20][C:21]1[CH:26]=[CH:25][CH:24]=[CH:23][N:22]=1.C1CCN2C(=NCCC2)CC1.O. Product: [NH2:1][C:2]1[N:7]=[C:6]([O:19][CH2:20][C:21]2[CH:26]=[CH:25][CH:24]=[CH:23][N:22]=2)[C:5]([C:9]#[N:10])=[C:4]([O:11][CH2:12][C:13]2[CH:18]=[CH:17][CH:16]=[CH:15][N:14]=2)[N:3]=1. The catalyst class is: 57. (9) Reactant: [Br:1][C:2]1[C:3]([F:12])=[CH:4][C:5]([OH:11])=[C:6]([C:8](=[O:10])[CH3:9])[CH:7]=1.[CH:13](=O)[C:14]1[CH:19]=[CH:18][CH:17]=[CH:16][CH:15]=1.[OH-].[Na+]. Product: [Br:1][C:2]1[C:3]([F:12])=[CH:4][C:5]([OH:11])=[C:6]([C:8](=[O:10])[CH:9]=[CH:13][C:14]2[CH:19]=[CH:18][CH:17]=[CH:16][CH:15]=2)[CH:7]=1. The catalyst class is: 14.